Dataset: NCI-60 drug combinations with 297,098 pairs across 59 cell lines. Task: Regression. Given two drug SMILES strings and cell line genomic features, predict the synergy score measuring deviation from expected non-interaction effect. (1) Drug 1: C1CCN(CC1)CCOC2=CC=C(C=C2)C(=O)C3=C(SC4=C3C=CC(=C4)O)C5=CC=C(C=C5)O. Drug 2: CC(C)NC(=O)C1=CC=C(C=C1)CNNC.Cl. Cell line: UO-31. Synergy scores: CSS=-1.48, Synergy_ZIP=-0.535, Synergy_Bliss=-3.23, Synergy_Loewe=-5.12, Synergy_HSA=-4.42. (2) Synergy scores: CSS=1.98, Synergy_ZIP=-0.704, Synergy_Bliss=-0.776, Synergy_Loewe=0.196, Synergy_HSA=-0.0522. Cell line: SN12C. Drug 2: CC1=CC=C(C=C1)C2=CC(=NN2C3=CC=C(C=C3)S(=O)(=O)N)C(F)(F)F. Drug 1: CC1=CC2C(CCC3(C2CCC3(C(=O)C)OC(=O)C)C)C4(C1=CC(=O)CC4)C. (3) Drug 1: CC12CCC3C(C1CCC2=O)CC(=C)C4=CC(=O)C=CC34C. Drug 2: N.N.Cl[Pt+2]Cl. Cell line: SN12C. Synergy scores: CSS=20.9, Synergy_ZIP=1.55, Synergy_Bliss=1.92, Synergy_Loewe=1.63, Synergy_HSA=1.96.